Task: Predict the reaction yield, written as a fraction of the theoretical maximum amount of product (1.0 means a 100% yield; for example, 0.34 means a 34% yield).. Dataset: Reaction yield outcomes from USPTO patents with 853,638 reactions The reactants are [C:1]([O:5][CH2:6][CH3:7])(=[O:4])[CH2:2][OH:3].[H-].[Na+].[Cl:10][C:11]1([C:18](Cl)=[CH:17][CH:16]=[N:15]C1)C#N.O.C(O)(=O)C.[CH3:25][N:26]([CH:28]=O)C. The catalyst is O. The product is [CH2:6]([O:5][C:1]([C:2]1[O:3][C:18]2[C:11]([Cl:10])=[CH:28][N:26]=[CH:25][C:17]=2[C:16]=1[NH2:15])=[O:4])[CH3:7]. The yield is 0.480.